This data is from Forward reaction prediction with 1.9M reactions from USPTO patents (1976-2016). The task is: Predict the product of the given reaction. Given the reactants [C:1]1([S:7]([N:10]2[C:14]3=[N:15][CH:16]=[C:17]([N+:20]([O-:22])=[O:21])[C:18](Cl)=[C:13]3[CH:12]=[CH:11]2)(=[O:9])=[O:8])[CH:6]=[CH:5][CH:4]=[CH:3][CH:2]=1.[CH2:23]([N:30]1[CH2:35][CH2:34][CH2:33][C@@H:32]([NH2:36])[CH2:31]1)[C:24]1[CH:29]=[CH:28][CH:27]=[CH:26][CH:25]=1.C(N(C(C)C)CC)(C)C, predict the reaction product. The product is: [C:1]1([S:7]([N:10]2[C:14]3=[N:15][CH:16]=[C:17]([N+:20]([O-:22])=[O:21])[C:18]([NH:36][C@@H:32]4[CH2:33][CH2:34][CH2:35][N:30]([CH2:23][C:24]5[CH:29]=[CH:28][CH:27]=[CH:26][CH:25]=5)[CH2:31]4)=[C:13]3[CH:12]=[CH:11]2)(=[O:9])=[O:8])[CH:6]=[CH:5][CH:4]=[CH:3][CH:2]=1.